Task: Predict the product of the given reaction.. Dataset: Forward reaction prediction with 1.9M reactions from USPTO patents (1976-2016) (1) The product is: [CH3:1][C:2]1[N:3]=[C:4]([C:7]2[N:8]=[C:23]([NH2:24])[C:22]3[CH:21]=[CH:20][S:19][C:18]=3[N:17]=2)[S:5][CH:6]=1. Given the reactants [CH3:1][C:2]1[N:3]=[C:4]([C:7]#[N:8])[S:5][CH:6]=1.NC1SC=CC=1C#N.[NH2:17][C:18]1[S:19][C:20](C)=[CH:21][C:22]=1[C:23]#[N:24], predict the reaction product. (2) The product is: [Br:38][C:39]1[S:40][C:41]([C:19]2[CH:20]=[C:21]3[C:16](=[CH:17][CH:18]=2)[NH:15][CH:14]=[C:13]3[C:11]2[N:12]=[C:7]([N:4]3[CH2:5][CH2:6][O:1][CH2:2][CH2:3]3)[CH:8]=[CH:9][CH:10]=2)=[N:42][N:43]=1. Given the reactants [O:1]1[CH2:6][CH2:5][N:4]([C:7]2[N:12]=[C:11]([C:13]3[C:21]4[C:16](=[CH:17][CH:18]=[C:19](B5OC(C)(C)C(C)(C)O5)[CH:20]=4)[N:15](C(OC(C)(C)C)=O)[CH:14]=3)[CH:10]=[CH:9][CH:8]=2)[CH2:3][CH2:2]1.[Br:38][C:39]1[S:40][C:41](Br)=[N:42][N:43]=1.C(=O)([O-])[O-].[K+].[K+], predict the reaction product. (3) Given the reactants [F:1][C:2]1([F:35])[O:6][C:5]2[CH:7]=[CH:8][C:9]([C:11]3([C:14]([NH:16][C@H:17]4[CH2:22][C:21]([CH3:24])([CH3:23])[O:20][C@@H:19]([C:25]5[CH:34]=[CH:33][C:28]([C:29]([O:31]C)=[O:30])=[CH:27][CH:26]=5)[CH2:18]4)=[O:15])[CH2:13][CH2:12]3)=[CH:10][C:4]=2[O:3]1.FC1(F)OC2C=CC(C3(C(N[C@H]4CCO[C@@H](C5C=C(C=CC=5)C(OC)=O)C4)=O)CC3)=CC=2O1, predict the reaction product. The product is: [F:35][C:2]1([F:1])[O:6][C:5]2[CH:7]=[CH:8][C:9]([C:11]3([C:14]([NH:16][C@H:17]4[CH2:22][C:21]([CH3:24])([CH3:23])[O:20][C@@H:19]([C:25]5[CH:26]=[CH:27][C:28]([C:29]([OH:31])=[O:30])=[CH:33][CH:34]=5)[CH2:18]4)=[O:15])[CH2:12][CH2:13]3)=[CH:10][C:4]=2[O:3]1. (4) Given the reactants [CH2:1]([S:3]([C:6]1[CH:13]=[CH:12][C:9]([CH:10]=[O:11])=[CH:8][CH:7]=1)(=[O:5])=[O:4])[CH3:2].[BH4-].[BH4-].[BH4-].[BH4-].[Na+].[Na+].[Na+].[Na+], predict the reaction product. The product is: [CH2:1]([S:3]([C:6]1[CH:13]=[CH:12][C:9]([CH2:10][OH:11])=[CH:8][CH:7]=1)(=[O:5])=[O:4])[CH3:2]. (5) Given the reactants [F:1][C:2]1[CH:7]=[CH:6][C:5]([CH2:8][C:9]2[CH:18]=[C:17]3[C:12]([C:13]([OH:39])=[C:14]([C:34](OCC)=[O:35])[C:15](=[O:33])[N:16]3[CH2:19][CH2:20][N:21]([CH3:32])[C:22]([O:24][CH2:25][C:26]3[CH:31]=[CH:30][CH:29]=[CH:28][CH:27]=3)=[O:23])=[N:11][CH:10]=2)=[CH:4][CH:3]=1.C([O:42][CH2:43][CH2:44][NH2:45])C, predict the reaction product. The product is: [F:1][C:2]1[CH:3]=[CH:4][C:5]([CH2:8][C:9]2[CH:18]=[C:17]3[C:12]([C:13]([OH:39])=[C:14]([C:34]([NH:45][CH2:44][CH2:43][OH:42])=[O:35])[C:15](=[O:33])[N:16]3[CH2:19][CH2:20][N:21]([CH3:32])[C:22](=[O:23])[O:24][CH2:25][C:26]3[CH:31]=[CH:30][CH:29]=[CH:28][CH:27]=3)=[N:11][CH:10]=2)=[CH:6][CH:7]=1.[NH2:11][CH2:12][CH2:13][OH:39]. (6) Given the reactants C[O:2][C:3](=[O:36])[C@@H:4]([NH:14][C:15]([C:17]1[CH:21]=[C:20]([O:22][CH2:23][C:24](=[O:29])[C:25]([CH3:28])([CH3:27])[CH3:26])[N:19]([C:30]2[CH:35]=[CH:34][CH:33]=[CH:32][CH:31]=2)[N:18]=1)=[O:16])[CH2:5][CH2:6][C:7]([O:9][C:10]([CH3:13])([CH3:12])[CH3:11])=[O:8].[OH-].[Na+].Cl, predict the reaction product. The product is: [C:10]([O:9][C:7](=[O:8])[CH2:6][CH2:5][C@H:4]([NH:14][C:15]([C:17]1[CH:21]=[C:20]([O:22][CH2:23][C:24](=[O:29])[C:25]([CH3:26])([CH3:27])[CH3:28])[N:19]([C:30]2[CH:35]=[CH:34][CH:33]=[CH:32][CH:31]=2)[N:18]=1)=[O:16])[C:3]([OH:36])=[O:2])([CH3:11])([CH3:12])[CH3:13]. (7) Given the reactants CC(N=NC(C#N)(C)C)(C#N)C.[CH2:13]1[C:18](=O)[N:17](Br)[C:15](=[O:16])[CH2:14]1.COC(=O)C1C=[CH:28][C:27]([N+:30]([O-:32])=[O:31])=[CH:26][C:25]=1C.N, predict the reaction product. The product is: [N+:30]([C:27]1[CH:28]=[C:13]2[C:14](=[CH:25][CH:26]=1)[C:15](=[O:16])[NH:17][CH2:18]2)([O-:32])=[O:31]. (8) Given the reactants [N+:1]([C:4]1[CH:5]=[CH:6][C:7]([O:10][C@H:11]2[CH2:15][CH2:14][N:13](C(OC(C)(C)C)=O)[CH2:12]2)=[N:8][CH:9]=1)([O-:3])=[O:2].[C:23]([OH:29])([C:25]([F:28])([F:27])[F:26])=[O:24], predict the reaction product. The product is: [F:26][C:25]([F:28])([F:27])[C:23]([OH:29])=[O:24].[F:26][C:25]([F:28])([F:27])[C:23]([OH:29])=[O:24].[N+:1]([C:4]1[CH:5]=[CH:6][C:7]([O:10][C@H:11]2[CH2:15][CH2:14][NH:13][CH2:12]2)=[N:8][CH:9]=1)([O-:3])=[O:2]. (9) Given the reactants [NH:1]1[CH2:6][CH2:5][C:4]2([O:11][C:10]3[C:12]4[C:17]([C:18](=[O:21])[C:19](=[O:20])[C:9]=3[S:8][CH2:7]2)=[CH:16][CH:15]=[CH:14][CH:13]=4)[CH2:3][CH2:2]1.Br[CH2:23][C:24]1[CH:29]=[CH:28][CH:27]=[CH:26][C:25]=1[F:30], predict the reaction product. The product is: [F:30][C:25]1[CH:26]=[CH:27][CH:28]=[CH:29][C:24]=1[CH2:23][N:1]1[CH2:2][CH2:3][C:4]2([O:11][C:10]3[C:12]4[C:17]([C:18](=[O:21])[C:19](=[O:20])[C:9]=3[S:8][CH2:7]2)=[CH:16][CH:15]=[CH:14][CH:13]=4)[CH2:5][CH2:6]1. (10) Given the reactants [CH2:1]([O:3][C:4]([CH:6]1[CH2:10][CH2:9][NH:8][CH2:7]1)=[O:5])[CH3:2].[CH3:11][O:12][C:13]1[CH:21]=[CH:20][CH:19]=[CH:18][C:14]=1[C:15](Cl)=[O:16], predict the reaction product. The product is: [CH2:1]([O:3][C:4]([CH:6]1[CH2:10][CH2:9][N:8]([C:15](=[O:16])[C:14]2[CH:18]=[CH:19][CH:20]=[CH:21][C:13]=2[O:12][CH3:11])[CH2:7]1)=[O:5])[CH3:2].